Dataset: Forward reaction prediction with 1.9M reactions from USPTO patents (1976-2016). Task: Predict the product of the given reaction. (1) Given the reactants Br[C:2]1[CH:7]=[CH:6][C:5]([CH:8]([N:12]2[CH2:26][CH2:25][C:15]3([O:20][CH2:19][C:18](=[O:21])[N:17]([CH:22]4[CH2:24][CH2:23]4)[CH2:16]3)[CH2:14][CH2:13]2)[C:9]([NH2:11])=[O:10])=[C:4]([F:27])[CH:3]=1.CC1(C)C(C)(C)OB(B2OC(C)(C)C(C)(C)O2)O1.C([O-])(=O)C.[K+].Br[C:52]1[CH:61]=[C:60]2[C:55]([CH:56]=[C:57]([F:62])[CH:58]=[N:59]2)=[CH:54][CH:53]=1.C([O-])([O-])=O.[K+].[K+], predict the reaction product. The product is: [CH:22]1([N:17]2[CH2:16][C:15]3([CH2:25][CH2:26][N:12]([CH:8]([C:5]4[CH:6]=[CH:7][C:2]([C:52]5[CH:61]=[C:60]6[C:55]([CH:56]=[C:57]([F:62])[CH:58]=[N:59]6)=[CH:54][CH:53]=5)=[CH:3][C:4]=4[F:27])[C:9]([NH2:11])=[O:10])[CH2:13][CH2:14]3)[O:20][CH2:19][C:18]2=[O:21])[CH2:24][CH2:23]1. (2) Given the reactants [NH2:1][C@@H:2]([CH2:33][C:34]1[CH:39]=[CH:38][CH:37]=[CH:36][CH:35]=1)[C@@H:3]([OH:32])[CH2:4][C@@H:5]([NH:19][C:20]([C@@H:22]([NH:27][C:28](=[O:31])[O:29][CH3:30])[C:23]([CH3:26])([CH3:25])[CH3:24])=[O:21])[CH2:6][C:7]1[CH:12]=[CH:11][C:10]([C:13]2[CH:18]=[CH:17][CH:16]=[CH:15][N:14]=2)=[CH:9][CH:8]=1.[C:40]([NH:47][C@H:48]([C:53](O)=[O:54])[C:49]([CH3:52])([CH3:51])[CH3:50])([O:42][C:43]([CH3:46])([CH3:45])[CH3:44])=[O:41].CCOP(ON1N=NC2C=CC=CC=2C1=O)(OCC)=O.C(N(CC)C(C)C)(C)C, predict the reaction product. The product is: [CH2:33]([C@H:2]([NH:1][C:53](=[O:54])[C@H:48]([C:49]([CH3:52])([CH3:51])[CH3:50])[NH:47][C:40](=[O:41])[O:42][C:43]([CH3:45])([CH3:46])[CH3:44])[C@@H:3]([OH:32])[CH2:4][C@H:5]([CH2:6][C:7]1[CH:12]=[CH:11][C:10]([C:13]2[CH:18]=[CH:17][CH:16]=[CH:15][N:14]=2)=[CH:9][CH:8]=1)[NH:19][C:20](=[O:21])[C@@H:22]([NH:27][C:28](=[O:31])[O:29][CH3:30])[C:23]([CH3:26])([CH3:25])[CH3:24])[C:34]1[CH:35]=[CH:36][CH:37]=[CH:38][CH:39]=1. (3) Given the reactants C[O:2][C:3](=[O:35])[CH2:4][C:5]1[CH:10]=[CH:9][C:8]([O:11][CH3:12])=[C:7]([O:13][C:14]2[CH:19]=[CH:18][C:17]([Br:20])=[CH:16][C:15]=2[CH2:21][N:22]2[C@@H:26]([CH3:27])[C@@H:25]([C:28]3[CH:33]=[CH:32][CH:31]=[CH:30][CH:29]=3)[O:24][C:23]2=[O:34])[CH:6]=1.N1C=CC(B(O)O)=CC=1, predict the reaction product. The product is: [Br:20][C:17]1[CH:18]=[CH:19][C:14]([O:13][C:7]2[CH:6]=[C:5]([CH2:4][C:3]([OH:35])=[O:2])[CH:10]=[CH:9][C:8]=2[O:11][CH3:12])=[C:15]([CH2:21][N:22]2[C@@H:26]([CH3:27])[C@@H:25]([C:28]3[CH:33]=[CH:32][CH:31]=[CH:30][CH:29]=3)[O:24][C:23]2=[O:34])[CH:16]=1. (4) Given the reactants [Cl:1][C:2]1[CH:7]=[C:6]([Cl:8])[N:5]=[CH:4][N:3]=1.[Li+].[Cl-].C([Cu])#N.[CH2:14](Br)[CH:15]=[CH2:16], predict the reaction product. The product is: [CH2:16]([C:7]1[C:2]([Cl:1])=[N:3][CH:4]=[N:5][C:6]=1[Cl:8])[CH:15]=[CH2:14].